From a dataset of Reaction yield outcomes from USPTO patents with 853,638 reactions. Predict the reaction yield, written as a fraction of the theoretical maximum amount of product (1.0 means a 100% yield; for example, 0.34 means a 34% yield). (1) The reactants are [OH:1][C@@H:2]1[CH2:24][C@@H:6]2[C:7](=[O:23])[O:8][C:9]3[C@@H:10]4[CH2:17][CH2:16][C@H:15]([C@H:18]([CH3:21])[CH2:19][OH:20])[C@@:11]4([CH3:22])[CH2:12][CH2:13][C:14]=3[C@@:5]2([CH3:25])[CH2:4][CH2:3]1. The catalyst is C(Br)C=C.[Ag]=O. The product is [CH2:24]([O:20][CH2:19][C@H:18]([C@@H:15]1[C@@:11]2([CH3:22])[CH2:12][CH2:13][C:14]3[C@@:5]4([CH3:25])[CH2:4][CH2:3][C@H:2]([O:1][CH2:7][O:8][CH3:9])[CH2:24][C@@H:6]4[C:7](=[O:23])[O:8][C:9]=3[C@@H:10]2[CH2:17][CH2:16]1)[CH3:21])[CH:2]=[CH2:3]. The yield is 0.210. (2) The reactants are [Br:1][C:2]1[C:11]2[C:6](=[CH:7][CH:8]=[CH:9][CH:10]=2)[C:5]([OH:12])=[CH:4][CH:3]=1.Cl[CH2:14][CH2:15][CH2:16][N:17]1[CH2:22][CH2:21][CH2:20][CH2:19][CH2:18]1.C(=O)([O-])[O-].[K+].[K+].[I-].[K+].S([O-])([O-])(=O)=S.[Na+].[Na+]. The catalyst is CC(=O)CC. The product is [Br:1][C:2]1[C:11]2[C:6](=[CH:7][CH:8]=[CH:9][CH:10]=2)[C:5]([O:12][CH2:14][CH2:15][CH2:16][N:17]2[CH2:22][CH2:21][CH2:20][CH2:19][CH2:18]2)=[CH:4][CH:3]=1. The yield is 0.680.